This data is from Reaction yield outcomes from USPTO patents with 853,638 reactions. The task is: Predict the reaction yield, written as a fraction of the theoretical maximum amount of product (1.0 means a 100% yield; for example, 0.34 means a 34% yield). (1) The reactants are [Cl:1][C:2]1[C:7]([OH:8])=[C:6]([I:9])[CH:5]=[C:4]([CH2:10][OH:11])[N:3]=1.[H-].[Na+].[CH2:14](Br)[CH:15]=[CH2:16]. The catalyst is CN(C=O)C.CCOC(C)=O. The product is [CH2:16]([O:8][C:7]1[C:2]([Cl:1])=[N:3][C:4]([CH2:10][OH:11])=[CH:5][C:6]=1[I:9])[CH:15]=[CH2:14]. The yield is 0.680. (2) The reactants are C([N:5](CCCC)CCCC)CCC.[CH3:14][O:15][C:16]1[CH:21]=[CH:20][C:19]([N:22]=[C:23]=[O:24])=[CH:18][CH:17]=1.C(O)(C)C.C([O-])(=O)C.[NH4+]. The catalyst is O.CO.CN(C=O)C. The product is [CH3:14][O:15][C:16]1[CH:17]=[CH:18][C:19]([NH:22][C:23]([NH2:5])=[O:24])=[CH:20][CH:21]=1. The yield is 0.550. (3) The reactants are C[Si](C)(C)[N:3]([C@H:8]([B:13]1[O:17][C@@H:16]2[CH2:18][C@@H:19]3[CH2:22][C@H:21]([C@:15]2([CH3:25])[O:14]1)[C:20]3([CH3:24])[CH3:23])[CH2:9][CH:10]([CH3:12])[CH3:11])[Si](C)(C)C.[ClH:28]. The catalyst is O1CCOCC1.C(OCC)C. The product is [ClH:28].[CH3:25][C@:15]12[C@H:21]3[CH2:22][C@H:19]([C:20]3([CH3:23])[CH3:24])[CH2:18][C@H:16]1[O:17][B:13]([C@@H:8]([NH2:3])[CH2:9][CH:10]([CH3:12])[CH3:11])[O:14]2. The yield is 0.660. (4) The reactants are C[O:2][C:3]([C:5]1[C:10]([NH:11][C:12]2[CH:17]=[CH:16][C:15]([Br:18])=[CH:14][C:13]=2[F:19])=[C:9]([F:20])[C:8](=[O:21])[NH:7][CH:6]=1)=[O:4].C1COCC1.[Li+].[OH-].Cl. The catalyst is CO. The product is [Br:18][C:15]1[CH:16]=[CH:17][C:12]([NH:11][C:10]2[C:5]([C:3]([OH:4])=[O:2])=[CH:6][NH:7][C:8](=[O:21])[C:9]=2[F:20])=[C:13]([F:19])[CH:14]=1. The yield is 0.990. (5) The reactants are [NH2:1][C:2]1[N:7]=[CH:6][N:5]=[C:4]2[N:8]([CH2:25][C@H:26]3[CH2:30][CH2:29][CH2:28][N:27]3[C:31](=[O:35])[CH2:32][C:33]#[N:34])[N:9]=[C:10]([C:11]3[CH:16]=[CH:15][C:14]([O:17][C:18]4[CH:23]=[CH:22][CH:21]=[CH:20][CH:19]=4)=[CH:13][C:12]=3[F:24])[C:3]=12.[CH3:36][C:37]([N:41]1[CH2:46][CH2:45][O:44][CH2:43][CH2:42]1)([CH3:40])[CH:38]=O.N1CCCCC1. The catalyst is C(O)C. The product is [NH2:1][C:2]1[N:7]=[CH:6][N:5]=[C:4]2[N:8]([CH2:25][C@@H:26]3[CH2:30][CH2:29][CH2:28][N:27]3[C:31]([C:32](=[CH:36][C:37]([CH3:40])([N:41]3[CH2:46][CH2:45][O:44][CH2:43][CH2:42]3)[CH3:38])[C:33]#[N:34])=[O:35])[N:9]=[C:10]([C:11]3[CH:16]=[CH:15][C:14]([O:17][C:18]4[CH:19]=[CH:20][CH:21]=[CH:22][CH:23]=4)=[CH:13][C:12]=3[F:24])[C:3]=12. The yield is 0.560. (6) The reactants are [C:1]([N:4]1[C:13]2[C:8](=[CH:9][C:10]([C:14]#[CH:15])=[CH:11][CH:12]=2)[C@H:7]([NH:16][C:17](=[O:22])[O:18][CH:19]([CH3:21])[CH3:20])[CH2:6][C@@H:5]1[CH3:23])(=[O:3])[CH3:2].[N:24]([CH2:27][CH2:28][OH:29])=[N+:25]=[N-:26]. The catalyst is CN(C)C=O.CO.[Cu]I. The product is [C:1]([N:4]1[C:13]2[C:8](=[CH:9][C:10]([C:14]3[N:26]=[N:25][N:24]([CH2:27][CH2:28][OH:29])[CH:15]=3)=[CH:11][CH:12]=2)[C@H:7]([NH:16][C:17](=[O:22])[O:18][CH:19]([CH3:20])[CH3:21])[CH2:6][C@@H:5]1[CH3:23])(=[O:3])[CH3:2]. The yield is 0.620. (7) The reactants are [C:1]1([CH:7]2[C:19]3[NH:18][C:17]4[C:12](=[CH:13][CH:14]=[CH:15][CH:16]=4)[C:11]=3[CH2:10][CH2:9][NH:8]2)[CH:6]=[CH:5][CH:4]=[CH:3][CH:2]=1.Br[CH2:21][CH2:22][CH2:23][Cl:24]. No catalyst specified. The product is [Cl:24][CH2:23][CH2:22][CH2:21][N:8]1[CH2:9][CH2:10][C:11]2[C:12]3[C:17](=[CH:16][CH:15]=[CH:14][CH:13]=3)[NH:18][C:19]=2[CH:7]1[C:1]1[CH:2]=[CH:3][CH:4]=[CH:5][CH:6]=1. The yield is 0.530. (8) The reactants are [C:1](=[S:12])([S:7][CH2:8][C:9]([OH:11])=O)SCC(O)=O.C(=O)([O-])[O-].[K+].[K+].[NH2:19][CH2:20][CH2:21][CH2:22][N:23]1[CH2:28][CH2:27][O:26][CH2:25][CH2:24]1. The catalyst is O. The product is [N:23]1([CH2:22][CH2:21][CH2:20][N:19]2[C:9](=[O:11])[CH2:8][S:7][C:1]2=[S:12])[CH2:28][CH2:27][O:26][CH2:25][CH2:24]1. The yield is 0.480. (9) The reactants are [CH2:1]([O:8][C:9]1[CH:10]=[C:11]2[C:15](=[CH:16][CH:17]=1)[N:14]([C@@H:18]([C:23]1[CH:28]=[CH:27][CH:26]=[CH:25][CH:24]=1)[C@H:19]([OH:22])[CH2:20][OH:21])[CH2:13][CH2:12]2)[C:2]1[CH:7]=[CH:6][CH:5]=[CH:4][CH:3]=1.ClC1C(=O)C(C#N)=C(C#N)C(=O)C=1Cl. The catalyst is C1(C)C=CC=CC=1. The product is [CH2:1]([O:8][C:9]1[CH:10]=[C:11]2[C:15](=[CH:16][CH:17]=1)[N:14]([C@@H:18]([C:23]1[CH:28]=[CH:27][CH:26]=[CH:25][CH:24]=1)[C@H:19]([OH:22])[CH2:20][OH:21])[CH:13]=[CH:12]2)[C:2]1[CH:3]=[CH:4][CH:5]=[CH:6][CH:7]=1. The yield is 0.840.